Dataset: Forward reaction prediction with 1.9M reactions from USPTO patents (1976-2016). Task: Predict the product of the given reaction. (1) Given the reactants F[C:2]1[CH:9]=[CH:8][C:7]([C:10]2[N:15]=[C:14]([NH:16][C:17]3[CH:22]=[CH:21][C:20]([N:23]4[CH2:28][CH2:27][N:26]([CH:29]5[CH2:32][O:31][CH2:30]5)[CH2:25][CH2:24]4)=[CH:19][CH:18]=3)[N:13]=[CH:12][N:11]=2)=[CH:6][C:3]=1[C:4]#[N:5].[F:33][C@@H:34]1[C@@H:38]([OH:39])[CH2:37][N:36]([C:40]([O:42]C(C)(C)C)=O)[CH2:35]1.C(O)(=O)[CH2:48][OH:49], predict the reaction product. The product is: [F:33][C@H:34]1[CH2:35][N:36]([C:40](=[O:42])[CH2:48][OH:49])[CH2:37][C@H:38]1[O:39][C:2]1[CH:9]=[CH:8][C:7]([C:10]2[N:15]=[C:14]([NH:16][C:17]3[CH:22]=[CH:21][C:20]([N:23]4[CH2:28][CH2:27][N:26]([CH:29]5[CH2:30][O:31][CH2:32]5)[CH2:25][CH2:24]4)=[CH:19][CH:18]=3)[N:13]=[CH:12][N:11]=2)=[CH:6][C:3]=1[C:4]#[N:5]. (2) The product is: [CH2:46]([NH:45][C:43](=[O:44])[N:42]([CH2:41][C:32]1[CH:33]=[C:34]([C:37]([F:40])([F:39])[F:38])[CH:35]=[CH:36][C:31]=1[C:25]1[C:26]([O:29][CH3:30])=[CH:27][CH:28]=[C:23]([CH2:22][C:21]([O:20][C@@H:13]2[O:12][C@H:11]([C:9]([OH:10])=[O:8])[C@@H:16]([OH:17])[C@H:15]([OH:18])[C@H:14]2[OH:19])=[O:55])[CH:24]=1)[CH2:53][CH3:54])[C:47]1[CH:52]=[CH:51][CH:50]=[CH:49][CH:48]=1. Given the reactants C([O:8][C:9]([C@@H:11]1[C@@H:16]([OH:17])[C@H:15]([OH:18])[C@@H:14]([OH:19])[C@H:13]([O:20][C:21](=[O:55])[CH2:22][C:23]2[CH:24]=[C:25]([C:31]3[CH:36]=[CH:35][C:34]([C:37]([F:40])([F:39])[F:38])=[CH:33][C:32]=3[CH2:41][N:42]([CH2:53][CH3:54])[C:43]([NH:45][CH2:46][C:47]3[CH:52]=[CH:51][CH:50]=[CH:49][CH:48]=3)=[O:44])[C:26]([O:29][CH3:30])=[CH:27][CH:28]=2)[O:12]1)=[O:10])C1C=CC=CC=1, predict the reaction product. (3) The product is: [O:38]1[C:37]2[CH:42]=[CH:43][C:34]([CH2:33][NH:7][CH:8]3[CH2:9][CH2:10][N:11]([CH2:14][CH2:15][N:16]4[C:25]5[C:20](=[C:21]([O:26][CH2:27][C:28]([NH:30][CH3:31])=[O:29])[CH:22]=[CH:23][CH:24]=5)[CH:19]=[CH:18][C:17]4=[O:32])[CH2:12][CH2:13]3)=[CH:35][C:36]=2[O:41][CH2:40][CH2:39]1. Given the reactants C(OC(=O)[N:7]([CH2:33][C:34]1[CH:43]=[CH:42][C:37]2[O:38][CH2:39][CH2:40][O:41][C:36]=2[CH:35]=1)[CH:8]1[CH2:13][CH2:12][N:11]([CH2:14][CH2:15][N:16]2[C:25]3[C:20](=[C:21]([O:26][CH2:27][C:28]([NH:30][CH3:31])=[O:29])[CH:22]=[CH:23][CH:24]=3)[CH:19]=[CH:18][C:17]2=[O:32])[CH2:10][CH2:9]1)(C)(C)C.FC(F)(F)C(O)=O, predict the reaction product. (4) Given the reactants [C:1]1(B(O)O)[CH2:5][CH2:4][CH2:3][CH:2]=1.C([O-])([O-])=O.[Cs+].[Cs+].I[C:16]1[CH:17]=[N:18][N:19]2[CH2:24][CH2:23][N:22]([C:25]([O:27][C:28]([CH3:31])([CH3:30])[CH3:29])=[O:26])[CH2:21][C:20]=12, predict the reaction product. The product is: [C:1]1([C:16]2[CH:17]=[N:18][N:19]3[CH2:24][CH2:23][N:22]([C:25]([O:27][C:28]([CH3:31])([CH3:30])[CH3:29])=[O:26])[CH2:21][C:20]=23)[CH2:5][CH2:4][CH2:3][CH:2]=1. (5) Given the reactants [C:1]1([CH3:21])[CH:6]=[CH:5][C:4]([S:7]([O:10][C:11]2[CH:12]=[C:13]([CH:16]=[CH:17][C:18]=2[O:19][CH3:20])[CH:14]=[O:15])(=[O:9])=[O:8])=[CH:3][CH:2]=1.[BH4-].[Na+].O, predict the reaction product. The product is: [C:1]1([CH3:21])[CH:2]=[CH:3][C:4]([S:7]([O:10][C:11]2[CH:12]=[C:13]([CH:16]=[CH:17][C:18]=2[O:19][CH3:20])[CH2:14][OH:15])(=[O:9])=[O:8])=[CH:5][CH:6]=1. (6) Given the reactants [Li]CCCC.[CH2:6]([Sn:10]([CH2:16][CH2:17][CH2:18][CH3:19])([CH2:12][CH2:13][CH2:14][CH3:15])Cl)[CH2:7][CH2:8][CH3:9].Br[C:21]1[S:25][C:24]([C:26]([F:29])([F:28])[F:27])=[N:23][CH:22]=1, predict the reaction product. The product is: [CH2:6]([Sn:10]([CH2:16][CH2:17][CH2:18][CH3:19])([CH2:12][CH2:13][CH2:14][CH3:15])[C:21]1[S:25][C:24]([C:26]([F:29])([F:28])[F:27])=[N:23][CH:22]=1)[CH2:7][CH2:8][CH3:9]. (7) Given the reactants Cl.[F:2][CH:3]([F:32])[CH2:4][N:5]1[C:13]2[C:8](=[CH:9][C:10]([O:14][CH:15]3[CH2:20][CH2:19][N:18]([CH:21]([CH3:23])[CH3:22])[CH2:17][CH2:16]3)=[CH:11][CH:12]=2)[CH:7]=[C:6]1[C:24]([N:26]1[CH2:31][CH2:30][NH:29][CH2:28][CH2:27]1)=[O:25].[CH:33]1([C:36](Cl)=[O:37])[CH2:35][CH2:34]1, predict the reaction product. The product is: [CH:33]1([C:36]([N:29]2[CH2:28][CH2:27][N:26]([C:24]([C:6]3[N:5]([CH2:4][CH:3]([F:2])[F:32])[C:13]4[C:8]([CH:7]=3)=[CH:9][C:10]([O:14][CH:15]3[CH2:20][CH2:19][N:18]([CH:21]([CH3:23])[CH3:22])[CH2:17][CH2:16]3)=[CH:11][CH:12]=4)=[O:25])[CH2:31][CH2:30]2)=[O:37])[CH2:35][CH2:34]1. (8) Given the reactants [F:1][C:2]([F:28])([C:22]1[CH:27]=[CH:26][CH:25]=[CH:24][N:23]=1)[CH2:3][N:4](C(OC(C)(C)C)=O)[C:5]1[N:10]=[C:9]([CH2:11][C:12]([OH:14])=O)[CH:8]=[CH:7][CH:6]=1.[Cl:29][C:30]1[CH:31]=[CH:32][C:33]([N:38]2[CH:42]=[N:41][N:40]=[N:39]2)=[C:34]([CH:37]=1)[CH2:35][NH2:36], predict the reaction product. The product is: [F:28][C:2]([F:1])([C:22]1[CH:27]=[CH:26][CH:25]=[CH:24][N:23]=1)[CH2:3][NH:4][C:5]1[N:10]=[C:9]([CH2:11][C:12]([NH:36][CH2:35][C:34]2[CH:37]=[C:30]([Cl:29])[CH:31]=[CH:32][C:33]=2[N:38]2[CH:42]=[N:41][N:40]=[N:39]2)=[O:14])[CH:8]=[CH:7][CH:6]=1. (9) Given the reactants C(OC([N:8]1[CH2:17][CH2:16][C:15]2[C:11](=[C:12](OS(C(F)(F)F)(=O)=O)[N:13]([CH:18]3[CH2:23][CH2:22][CH2:21][CH2:20][CH2:19]3)[N:14]=2)[CH2:10][CH2:9]1)=O)(C)(C)C.[F:32][C:33]1[CH:34]=[C:35](B(O)O)[CH:36]=[CH:37][C:38]=1[F:39], predict the reaction product. The product is: [CH:18]1([N:13]2[C:12]([C:36]3[CH:35]=[CH:34][C:33]([F:32])=[C:38]([F:39])[CH:37]=3)=[C:11]3[C:15]([CH2:16][CH2:17][NH:8][CH2:9][CH2:10]3)=[N:14]2)[CH2:19][CH2:20][CH2:21][CH2:22][CH2:23]1.